Dataset: Catalyst prediction with 721,799 reactions and 888 catalyst types from USPTO. Task: Predict which catalyst facilitates the given reaction. (1) Reactant: [NH2:1][CH:2]([C:5]1([CH2:10][CH2:11][CH3:12])[CH2:9][CH:8]=[CH:7][CH2:6]1)[CH2:3][CH3:4].B.[OH:14]O.[OH-].[Na+]. Product: [NH2:1][CH:2]([C:5]1([CH2:10][CH2:11][CH3:12])[CH2:9][CH2:8][CH:7]([OH:14])[CH2:6]1)[CH2:3][CH3:4]. The catalyst class is: 20. (2) The catalyst class is: 9. Product: [CH2:1]([O:5][C:6]1[CH:11]=[C:10]([N:12]([CH2:18][CH3:19])[CH2:13][C:14]([F:16])([F:17])[F:15])[N:9]=[CH:8][N:7]=1)[C:2]#[C:3][CH3:4]. Reactant: [CH2:1]([O:5][C:6]1[CH:11]=[C:10]([NH:12][CH2:13][C:14]([F:17])([F:16])[F:15])[N:9]=[CH:8][N:7]=1)[C:2]#[C:3][CH3:4].[CH2:18](I)[CH3:19].[H-].[Na+].O1CCCC1. (3) The catalyst class is: 2. Reactant: [C:1]([OH:7])([C:3]([F:6])([F:5])[F:4])=[O:2].CC1OC(C=CC2C=C3CCCN4CCCC(=C34)C=2)=CC(=C(C#N)C#N)C=1.C(OC([N:42]1[CH2:47][CH2:46][CH:45]([C:48](=[O:63])[N:49]([CH2:60][CH:61]=[CH2:62])[S:50]([CH2:53][C:54]2[CH:59]=[CH:58][CH:57]=[CH:56][CH:55]=2)(=[O:52])=[O:51])[CH2:44][CH2:43]1)=O)(C)(C)C. Product: [F:4][C:3]([F:6])([F:5])[C:1]([OH:7])=[O:2].[CH2:60]([N:49]([S:50]([CH2:53][C:54]1[CH:55]=[CH:56][CH:57]=[CH:58][CH:59]=1)(=[O:52])=[O:51])[C:48]([CH:45]1[CH2:44][CH2:43][NH:42][CH2:47][CH2:46]1)=[O:63])[CH:61]=[CH2:62].